This data is from Forward reaction prediction with 1.9M reactions from USPTO patents (1976-2016). The task is: Predict the product of the given reaction. (1) Given the reactants CN(C)S([N:6]1[CH:10]=[C:9]([C:11]2[CH:12]=[C:13]3[C:18](=[CH:19][CH:20]=2)[N:17]=[CH:16][CH:15]=[N:14]3)[C:8]([C:21]2[CH:26]=[CH:25][CH:24]=[CH:23][N:22]=2)=[N:7]1)(=O)=O.CC(O)=[O:30], predict the reaction product. The product is: [C:9]([C:8]#[N:7])([CH3:11])=[O:30].[N:22]1[CH:23]=[CH:24][CH:25]=[CH:26][C:21]=1[C:8]1[C:9]([C:11]2[CH:12]=[C:13]3[C:18](=[CH:19][CH:20]=2)[N:17]=[CH:16][CH:15]=[N:14]3)=[CH:10][NH:6][N:7]=1. (2) Given the reactants [F:1][C:2]([F:30])([F:29])[C:3]1[CH:4]=[C:5]([C:9]2[C:10]3[N:11]([N:15]=[C:16]([NH:18][C:19]4[CH:28]=[CH:27][C:22]([C:23]([O:25]C)=[O:24])=[CH:21][CH:20]=4)[N:17]=3)[CH:12]=[CH:13][CH:14]=2)[CH:6]=[CH:7][CH:8]=1.Cl, predict the reaction product. The product is: [F:29][C:2]([F:1])([F:30])[C:3]1[CH:4]=[C:5]([C:9]2[C:10]3[N:11]([N:15]=[C:16]([NH:18][C:19]4[CH:28]=[CH:27][C:22]([C:23]([OH:25])=[O:24])=[CH:21][CH:20]=4)[N:17]=3)[CH:12]=[CH:13][CH:14]=2)[CH:6]=[CH:7][CH:8]=1. (3) Given the reactants C([O:3][C:4]([C:6]1[CH:10]=[C:9]([C:11]#[N:12])[N:8]([C:13]2[CH:18]=[CH:17][CH:16]=[CH:15][CH:14]=2)[N:7]=1)=O)C.[BH4-].[Li+].C(=O)(O)[O-].[Na+], predict the reaction product. The product is: [OH:3][CH2:4][C:6]1[CH:10]=[C:9]([C:11]#[N:12])[N:8]([C:13]2[CH:18]=[CH:17][CH:16]=[CH:15][CH:14]=2)[N:7]=1. (4) Given the reactants [CH2:1]([O:8][CH2:9][CH2:10][CH2:11][C@H:12]([C:21]1[CH:25]=[C:24]([CH2:26][OH:27])[O:23][N:22]=1)[CH2:13][C:14]([O:16][C:17]([CH3:20])([CH3:19])[CH3:18])=[O:15])[C:2]1[CH:7]=[CH:6][CH:5]=[CH:4][CH:3]=1.[I:28]N1C(=O)CCC1=O.[N+]([O-])([O-])=O.[Ce+4].[NH4+].[N+]([O-])([O-])=O.[N+]([O-])([O-])=O.[N+]([O-])([O-])=O.[N+]([O-])([O-])=O.S([O-])([O-])=O.[Na+].[Na+], predict the reaction product. The product is: [CH2:1]([O:8][CH2:9][CH2:10][CH2:11][C@H:12]([C:21]1[C:25]([I:28])=[C:24]([CH2:26][OH:27])[O:23][N:22]=1)[CH2:13][C:14]([O:16][C:17]([CH3:19])([CH3:18])[CH3:20])=[O:15])[C:2]1[CH:3]=[CH:4][CH:5]=[CH:6][CH:7]=1. (5) Given the reactants Br[C:2]1[N:3]=[C:4]2[S:10][C:9]([NH:11][CH2:12][C:13]([O:15][CH3:16])=[O:14])=[N:8][C:5]2=[N:6][CH:7]=1.C([Sn](CCCC)(CCCC)[C:22]1[N:23]=[N:24][N:25]([CH2:27][C:28]2[CH:33]=[C:32]([Cl:34])[C:31]([Cl:35])=[C:30]([Cl:36])[CH:29]=2)[CH:26]=1)CCC, predict the reaction product. The product is: [Cl:36][C:30]1[CH:29]=[C:28]([CH:33]=[C:32]([Cl:34])[C:31]=1[Cl:35])[CH2:27][N:25]1[CH:26]=[C:22]([C:2]2[N:3]=[C:4]3[S:10][C:9]([NH:11][CH2:12][C:13]([O:15][CH3:16])=[O:14])=[N:8][C:5]3=[N:6][CH:7]=2)[N:23]=[N:24]1. (6) The product is: [CH2:10]([O:17][CH:18]1[C:23]([O:3][CH3:4])([O:24][CH3:40])[CH2:22][CH2:21][N:20]([C:25]([O:27][C:28]([CH3:31])([CH3:30])[CH3:29])=[O:26])[CH2:19]1)[C:11]1[CH:12]=[CH:13][CH:14]=[CH:15][CH:16]=1. Given the reactants [OH-].[Na+].[OH:3][C:4](C(F)(F)F)=O.[CH2:10]([O:17][CH:18]1[C:23](=[O:24])[CH2:22][CH2:21][NH:20][CH2:19]1)[C:11]1[CH:16]=[CH:15][CH:14]=[CH:13][CH:12]=1.[C:25](O[C:25]([O:27][C:28]([CH3:31])([CH3:30])[CH3:29])=[O:26])([O:27][C:28]([CH3:31])([CH3:30])[CH3:29])=[O:26].[CH2:40]1COCC1, predict the reaction product. (7) Given the reactants [CH2:1]([O:3][C:4](=[O:36])[O:5][C:6]1[C:17]2[C:16](=[O:18])[N:15]([CH2:19][C:20]3[CH:25]=[CH:24][C:23]([F:26])=[CH:22][CH:21]=3)[C:14](=[O:27])[C:13]=2[C:12]([OH:28])=[C:11]2[C:7]=1[N:8]([CH2:29][C:30]1[CH:35]=[CH:34][CH:33]=[CH:32][CH:31]=1)[CH:9]=[N:10]2)[CH3:2].[C:37]1([C:43]([C:46]2[CH:51]=[CH:50][CH:49]=[CH:48][CH:47]=2)=[N+]=[N-])[CH:42]=[CH:41][CH:40]=[CH:39][CH:38]=1, predict the reaction product. The product is: [CH2:1]([O:3][C:4](=[O:36])[O:5][C:6]1[C:17]2[C:16](=[O:18])[N:15]([CH2:19][C:20]3[CH:21]=[CH:22][C:23]([F:26])=[CH:24][CH:25]=3)[C:14](=[O:27])[C:13]=2[C:12]([O:28][CH:43]([C:37]2[CH:42]=[CH:41][CH:40]=[CH:39][CH:38]=2)[C:46]2[CH:51]=[CH:50][CH:49]=[CH:48][CH:47]=2)=[C:11]2[C:7]=1[N:8]([CH2:29][C:30]1[CH:31]=[CH:32][CH:33]=[CH:34][CH:35]=1)[CH:9]=[N:10]2)[CH3:2].